Dataset: Reaction yield outcomes from USPTO patents with 853,638 reactions. Task: Predict the reaction yield, written as a fraction of the theoretical maximum amount of product (1.0 means a 100% yield; for example, 0.34 means a 34% yield). (1) The reactants are [Cl:1][C:2]1[CH:3]=[C:4]([C:9](=[O:15])[CH:10]=[CH:11][C:12]([OH:14])=[O:13])[CH:5]=[CH:6][C:7]=1[Cl:8].[C:16]([O-])(O)=O.[Na+].S(OC)(OC)(=O)=O. The catalyst is CC(C)=O. The product is [CH3:16][O:13][C:12](=[O:14])[CH:11]=[CH:10][C:9]([C:4]1[CH:5]=[CH:6][C:7]([Cl:8])=[C:2]([Cl:1])[CH:3]=1)=[O:15]. The yield is 0.970. (2) The reactants are [NH2:1][C:2]([C:4]1[CH:9]=[C:8]([C:10]([NH:12][CH2:13][C:14]([CH3:17])([CH3:16])[CH3:15])=[O:11])[CH:7]=[CH:6][C:5]=1[C:18]1[C:23]([CH3:24])=[C:22]([F:25])[CH:21]=[C:20]([C:26]([OH:28])=O)[CH:19]=1)=[O:3].CN(C(ON1N=NC2C=CC=CC1=2)=[N+](C)C)C.F[P-](F)(F)(F)(F)F.CCN(CC)CC.[NH2:60][CH2:61][CH2:62][OH:63]. The catalyst is CN(C=O)C. The product is [CH3:17][C:14]([CH3:15])([CH3:16])[CH2:13][NH:12][C:10]([C:8]1[CH:9]=[C:4]([C:2]([NH2:1])=[O:3])[C:5]([C:18]2[C:23]([CH3:24])=[C:22]([F:25])[CH:21]=[C:20]([C:26]([NH:60][CH2:61][CH2:62][OH:63])=[O:28])[CH:19]=2)=[CH:6][CH:7]=1)=[O:11]. The yield is 0.600. (3) The reactants are [F:1][C:2]1[CH:7]=[C:6](F)[CH:5]=[C:4]([O:9][CH3:10])[C:3]=1[N+:11]([O-:13])=[O:12].[N:14]1([C:20]([O:22][C:23]([CH3:26])([CH3:25])[CH3:24])=[O:21])[CH2:19][CH2:18][NH:17][CH2:16][CH2:15]1.C(N(C(C)C)CC)(C)C. The catalyst is C(#N)C.C(OCC)(=O)C. The product is [F:1][C:2]1[CH:7]=[C:6]([N:17]2[CH2:16][CH2:15][N:14]([C:20]([O:22][C:23]([CH3:26])([CH3:25])[CH3:24])=[O:21])[CH2:19][CH2:18]2)[CH:5]=[C:4]([O:9][CH3:10])[C:3]=1[N+:11]([O-:13])=[O:12]. The yield is 0.210. (4) The reactants are [F:1][C:2]([F:13])([C:6]1[C:11]([CH3:12])=[CH:10][CH:9]=[CH:8][N:7]=1)[C:3]([OH:5])=O.P(Cl)(Cl)(Cl)=O.Cl.[NH2:20][CH2:21][C:22]1[CH:23]=[C:24]2[C:28](=[CH:29][CH:30]=1)[C:27](=[O:31])[N:26]([CH:32]1[CH2:37][CH2:36][C:35](=[O:38])[NH:34][C:33]1=[O:39])[CH2:25]2.C(=O)(O)[O-].[Na+]. The catalyst is N1C=CC=CC=1. The product is [O:39]=[C:33]1[CH:32]([N:26]2[CH2:25][C:24]3[C:28](=[CH:29][CH:30]=[C:22]([CH2:21][NH:20][C:3](=[O:5])[C:2]([F:1])([F:13])[C:6]4[C:11]([CH3:12])=[CH:10][CH:9]=[CH:8][N:7]=4)[CH:23]=3)[C:27]2=[O:31])[CH2:37][CH2:36][C:35](=[O:38])[NH:34]1. The yield is 0.0700. (5) The product is [CH2:1]([O:3][CH2:4][N:5]1[CH:9]=[CH:8][N:7]=[C:6]1[C:24]1[S:25][CH:26]=[CH:27][N:28]=1)[CH3:2]. The yield is 0.260. The reactants are [CH2:1]([O:3][CH2:4][N:5]1[CH:9]=[CH:8][N:7]=[C:6]1[Sn](CCCC)(CCCC)CCCC)[CH3:2].Br[C:24]1[S:25][CH:26]=[CH:27][N:28]=1.C([O-])(O)=O.[Na+]. The catalyst is C1(C)C=CC=CC=1.C1C=CC([P]([Pd]([P](C2C=CC=CC=2)(C2C=CC=CC=2)C2C=CC=CC=2)([P](C2C=CC=CC=2)(C2C=CC=CC=2)C2C=CC=CC=2)[P](C2C=CC=CC=2)(C2C=CC=CC=2)C2C=CC=CC=2)(C2C=CC=CC=2)C2C=CC=CC=2)=CC=1. (6) The reactants are [CH2:1]([N:3]1[C:15]2[CH:14]=[CH:13][C:12]([NH:16][C:17](=[O:25])[CH2:18][CH:19]([CH3:24])[CH2:20][C:21](O)=[O:22])=[CH:11][C:10]=2[C:9]2[C:4]1=[CH:5][CH:6]=[CH:7][CH:8]=2)[CH3:2].O. The catalyst is C1COCC1. The product is [CH2:1]([N:3]1[C:15]2[CH:14]=[CH:13][C:12]([NH:16][C:17](=[O:25])[CH2:18][CH:19]([CH3:24])[CH2:20][CH2:21][OH:22])=[CH:11][C:10]=2[C:9]2[C:4]1=[CH:5][CH:6]=[CH:7][CH:8]=2)[CH3:2]. The yield is 0.537.